Task: Predict the product of the given reaction.. Dataset: Forward reaction prediction with 1.9M reactions from USPTO patents (1976-2016) (1) Given the reactants C([N:3]([CH2:27][CH2:28][C:29]1[CH:34]=[CH:33][CH:32]=[CH:31][N:30]=1)[C:4]1[CH:9]=[CH:8][C:7]([NH:10][C:11]([C:13]2[C:14]([N:20]3[CH2:25][CH2:24][CH:23]([CH3:26])[CH2:22][CH2:21]3)=[N:15][C:16]([CH3:19])=[N:17][CH:18]=2)=[O:12])=[CH:6][CH:5]=1)=O.Cl.C(OCC)(=O)C.C(=O)([O-])[O-].[K+].[K+], predict the reaction product. The product is: [CH3:19][C:16]1[N:15]=[C:14]([N:20]2[CH2:25][CH2:24][CH:23]([CH3:26])[CH2:22][CH2:21]2)[C:13]([C:11]([NH:10][C:7]2[CH:8]=[CH:9][C:4]([NH:3][CH2:27][CH2:28][C:29]3[CH:34]=[CH:33][CH:32]=[CH:31][N:30]=3)=[CH:5][CH:6]=2)=[O:12])=[CH:18][N:17]=1. (2) Given the reactants [F:1][C:2]1[CH:7]=[C:6]([N+:8]([O-:10])=[O:9])[C:5]([O:11][CH3:12])=[CH:4][C:3]=1[CH2:13]O.S(Cl)([Cl:17])=O, predict the reaction product. The product is: [Cl:17][CH2:13][C:3]1[CH:4]=[C:5]([O:11][CH3:12])[C:6]([N+:8]([O-:10])=[O:9])=[CH:7][C:2]=1[F:1]. (3) Given the reactants [OH-].[K+].[C:3]([O:7][C:8]([NH:10][C@H:11]1[C:15]2([CH2:17][CH2:16]2)[CH2:14][N:13]([C:18]2[C:28]([F:29])=[CH:27][C:21]([C:22]([O:24]CC)=[O:23])=[C:20]([F:30])[C:19]=2[O:31][CH3:32])[CH2:12]1)=[O:9])([CH3:6])([CH3:5])[CH3:4].Cl, predict the reaction product. The product is: [C:3]([O:7][C:8]([NH:10][C@H:11]1[C:15]2([CH2:17][CH2:16]2)[CH2:14][N:13]([C:18]2[C:28]([F:29])=[CH:27][C:21]([C:22]([OH:24])=[O:23])=[C:20]([F:30])[C:19]=2[O:31][CH3:32])[CH2:12]1)=[O:9])([CH3:6])([CH3:5])[CH3:4].